Dataset: Full USPTO retrosynthesis dataset with 1.9M reactions from patents (1976-2016). Task: Predict the reactants needed to synthesize the given product. (1) Given the product [C:36]([NH:2][CH2:3][CH2:4][N:5]([CH2:18][CH2:19][C:20]1[CH:25]=[CH:24][C:23]([Cl:26])=[CH:22][CH:21]=1)[CH:6]1[CH2:7][CH2:8][N:9]([C:12]([O:14][CH2:15][CH:16]=[CH2:17])=[O:13])[CH2:10][CH2:11]1)(=[O:43])[C:37]1[CH:42]=[CH:41][CH:40]=[CH:39][CH:38]=1, predict the reactants needed to synthesize it. The reactants are: Cl.[NH2:2][CH2:3][CH2:4][N:5]([CH2:18][CH2:19][C:20]1[CH:25]=[CH:24][C:23]([Cl:26])=[CH:22][CH:21]=1)[CH:6]1[CH2:11][CH2:10][N:9]([C:12]([O:14][CH2:15][CH:16]=[CH2:17])=[O:13])[CH2:8][CH2:7]1.CCN(C(C)C)C(C)C.[C:36](Cl)(=[O:43])[C:37]1[CH:42]=[CH:41][CH:40]=[CH:39][CH:38]=1. (2) Given the product [NH2:33][C:23]1[C:22]([C:21]([F:20])([F:34])[F:35])=[CH:27][C:26]([C:28]([F:29])([F:30])[F:31])=[CH:25][C:24]=1[NH:32][C:16](=[O:18])[CH2:15][CH2:14][N:11]1[CH2:12][CH2:13][N:8]([C:6]([O:5][C:1]([CH3:2])([CH3:3])[CH3:4])=[O:7])[CH2:9][C:10]1=[O:19], predict the reactants needed to synthesize it. The reactants are: [C:1]([O:5][C:6]([N:8]1[CH2:13][CH2:12][N:11]([CH2:14][CH2:15][C:16]([OH:18])=O)[C:10](=[O:19])[CH2:9]1)=[O:7])([CH3:4])([CH3:3])[CH3:2].[F:20][C:21]([F:35])([F:34])[C:22]1[CH:27]=[C:26]([C:28]([F:31])([F:30])[F:29])[CH:25]=[C:24]([NH2:32])[C:23]=1[NH2:33].CN(C(ON1N=NC2C=CC=NC1=2)=[N+](C)C)C.F[P-](F)(F)(F)(F)F. (3) Given the product [Cl:25][C:26]1[CH:27]=[CH:28][C:29]2[N:30]([C:49]([CH2:48][NH:47][C:41]3[C:40]4[C:45](=[CH:46][C:37]([O:36][CH3:35])=[CH:38][N:39]=4)[N:44]=[CH:43][CH:42]=3)=[N:33][N:32]=2)[N:31]=1, predict the reactants needed to synthesize it. The reactants are: CN(C(ON1N=NC2C=CC=NC1=2)=[N+](C)C)C.F[P-](F)(F)(F)(F)F.[Cl:25][C:26]1[N:31]=[N:30][C:29]([NH:32][NH2:33])=[CH:28][CH:27]=1.Cl.[CH3:35][O:36][C:37]1[CH:46]=[C:45]2[C:40]([C:41]([NH:47][CH2:48][C:49](O)=O)=[CH:42][CH:43]=[N:44]2)=[N:39][CH:38]=1.C(N(CC)CC)C.S(O)(C1C=CC(C)=CC=1)(=O)=O.[OH-].[Na+]. (4) Given the product [Br:25][C:26]1[CH:40]=[C:39]2[C:29](=[CH:28][CH:27]=1)[CH:30]=[N:31][C:32]([OH:38])=[CH:33]2, predict the reactants needed to synthesize it. The reactants are: BrC1C=CC=C2C=1C=C(O)N=C2.BrC1C=C2C(C=C(O)N=C2)=CC=1.[Br:25][C:26]1[CH:40]=[CH:39][C:29]([CH2:30][NH:31][C:32](=[O:38])[CH:33](OC)OC)=[CH:28][CH:27]=1. (5) Given the product [NH2:7][C@@H:8]([CH2:9][C:10]1[CH:11]=[CH:12][C:13]([C:16]2[CH:17]=[CH:18][C:19]3[O:23][C:22](=[O:24])[N:21]([CH3:25])[C:20]=3[CH:26]=2)=[CH:14][CH:15]=1)[C:27]#[N:28], predict the reactants needed to synthesize it. The reactants are: C(OC(=O)[NH:7][C@H:8]([C:27]#[N:28])[CH2:9][C:10]1[CH:15]=[CH:14][C:13]([C:16]2[CH:17]=[CH:18][C:19]3[O:23][C:22](=[O:24])[N:21]([CH3:25])[C:20]=3[CH:26]=2)=[CH:12][CH:11]=1)(C)(C)C. (6) Given the product [CH3:1][C:2]1[CH:6]=[CH:5][N:4]([C:7]2[CH:12]=[CH:11][C:10]([O:13][CH2:16][CH2:17][N:18]3[CH2:23][CH2:22][CH2:21][CH2:20][CH2:19]3)=[CH:9][CH:8]=2)[N:3]=1, predict the reactants needed to synthesize it. The reactants are: [CH3:1][C:2]1[CH:6]=[CH:5][N:4]([C:7]2[CH:12]=[CH:11][C:10]([OH:13])=[CH:9][CH:8]=2)[N:3]=1.Cl.Cl[CH2:16][CH2:17][N:18]1[CH2:23][CH2:22][CH2:21][CH2:20][CH2:19]1.